From a dataset of Reaction yield outcomes from USPTO patents with 853,638 reactions. Predict the reaction yield, written as a fraction of the theoretical maximum amount of product (1.0 means a 100% yield; for example, 0.34 means a 34% yield). (1) The reactants are [CH2:1]([O:8][C:9]1[C:14](=[O:15])[N:13]2[CH:16]=[C:17]([CH2:20][N:21]3[CH2:26][CH2:25][O:24][CH2:23][CH2:22]3)[CH:18]=[CH:19][C:12]2=[N:11][C:10]=1[C:27]([NH:29][NH2:30])=[O:28])[C:2]1[CH:7]=[CH:6][CH:5]=[CH:4][CH:3]=1.C(=O)([O-])[O-].[Na+].[Na+].[F:37][C:38]1[CH:43]=[CH:42][C:41]([CH2:44][C:45](Cl)=[O:46])=[CH:40][CH:39]=1.O. The catalyst is O1CCCC1. The product is [F:37][C:38]1[CH:43]=[CH:42][C:41]([CH2:44][C:45]([NH:30][NH:29][C:27]([C:10]2[N:11]=[C:12]3[CH:19]=[CH:18][C:17]([CH2:20][N:21]4[CH2:26][CH2:25][O:24][CH2:23][CH2:22]4)=[CH:16][N:13]3[C:14](=[O:15])[C:9]=2[O:8][CH2:1][C:2]2[CH:7]=[CH:6][CH:5]=[CH:4][CH:3]=2)=[O:28])=[O:46])=[CH:40][CH:39]=1. The yield is 0.648. (2) The catalyst is CN(C=O)C.C1C=CC([P]([Pd]([P](C2C=CC=CC=2)(C2C=CC=CC=2)C2C=CC=CC=2)([P](C2C=CC=CC=2)(C2C=CC=CC=2)C2C=CC=CC=2)[P](C2C=CC=CC=2)(C2C=CC=CC=2)C2C=CC=CC=2)(C2C=CC=CC=2)C2C=CC=CC=2)=CC=1. The reactants are [CH2:1]([N:5]1[C:13]2[N:12]=[C:11]([Cl:14])[N:10](CC=C)[C:9]=2[C:8](=[O:18])[NH:7][C:6]1=[O:19])[CH2:2][CH2:3][CH3:4].C([O-])([O-])=O.[Cs+].[Cs+].Cl[CH2:27][C:28]#[N:29].N1CCOCC1. The yield is 0.260. The product is [CH2:1]([N:5]1[C:13]2[N:12]=[C:11]([Cl:14])[NH:10][C:9]=2[C:8](=[O:18])[N:7]([CH2:27][C:28]#[N:29])[C:6]1=[O:19])[CH2:2][CH2:3][CH3:4]. (3) The reactants are O[C:2]([C:10]1[CH:15]=[CH:14][C:13]([C:16]2[CH:21]=[CH:20][CH:19]=[CH:18][CH:17]=2)=[CH:12][CH:11]=1)([CH3:9])[CH2:3][C:4]([O:6][CH2:7][CH3:8])=[O:5].O=P12OP3(OP(OP(O3)(O1)=O)(=O)O2)=O. The catalyst is C1C=CC=CC=1. The product is [C:13]1([C:16]2[CH:17]=[CH:18][CH:19]=[CH:20][CH:21]=2)[CH:14]=[CH:15][C:10]([C:2]([CH3:9])=[CH:3][C:4]([O:6][CH2:7][CH3:8])=[O:5])=[CH:11][CH:12]=1. The yield is 0.573. (4) The reactants are [F:1][C:2]1[C:10]([O:11][C:12]2[C:21]3[C:16](=[CH:17][C:18]([O:24][CH2:25][C@@H:26]4[CH2:30][CH2:29][CH2:28][N:27]4C(OC(C)(C)C)=O)=[C:19]([O:22][CH3:23])[CH:20]=3)[N:15]=[CH:14][N:13]=2)=[CH:9][CH:8]=[C:7]2[C:3]=1[CH:4]=[C:5]([CH3:38])[NH:6]2.Cl. The catalyst is O1CCOCC1.CO. The product is [F:1][C:2]1[C:10]([O:11][C:12]2[C:21]3[C:16](=[CH:17][C:18]([O:24][CH2:25][C@@H:26]4[CH2:30][CH2:29][CH2:28][NH:27]4)=[C:19]([O:22][CH3:23])[CH:20]=3)[N:15]=[CH:14][N:13]=2)=[CH:9][CH:8]=[C:7]2[C:3]=1[CH:4]=[C:5]([CH3:38])[NH:6]2. The yield is 0.930. (5) The reactants are COC1C=CC(C[N:8]2[C:12]3=[N:13][CH:14]=[CH:15][C:16]([O:17][C:18]4[CH:23]=[CH:22][C:21]([NH:24][C:25]([C:27]5[C:28](=[O:40])[N:29]([C:33]6[CH:38]=[CH:37][C:36]([F:39])=[CH:35][CH:34]=6)[N:30]=[CH:31][CH:32]=5)=[O:26])=[CH:20][C:19]=4[F:41])=[C:11]3[C:10]([C:42]3[N:46]([CH3:47])[CH:45]=[N:44][CH:43]=3)=[N:9]2)=CC=1.C(O)(C(F)(F)F)=O. No catalyst specified. The product is [F:41][C:19]1[CH:20]=[C:21]([NH:24][C:25]([C:27]2[C:28](=[O:40])[N:29]([C:33]3[CH:34]=[CH:35][C:36]([F:39])=[CH:37][CH:38]=3)[N:30]=[CH:31][CH:32]=2)=[O:26])[CH:22]=[CH:23][C:18]=1[O:17][C:16]1[CH:15]=[CH:14][N:13]=[C:12]2[NH:8][N:9]=[C:10]([C:42]3[N:46]([CH3:47])[CH:45]=[N:44][CH:43]=3)[C:11]=12. The yield is 0.812.